This data is from Full USPTO retrosynthesis dataset with 1.9M reactions from patents (1976-2016). The task is: Predict the reactants needed to synthesize the given product. (1) Given the product [F:11][C:12]1[CH:13]=[C:14]([C:2]2[CH:10]=[CH:9][CH:8]=[C:7]3[C:3]=2[CH:4]=[CH:5][NH:6]3)[CH:15]=[C:16]([F:18])[CH:17]=1, predict the reactants needed to synthesize it. The reactants are: Br[C:2]1[CH:10]=[CH:9][CH:8]=[C:7]2[C:3]=1[CH:4]=[CH:5][NH:6]2.[F:11][C:12]1[CH:13]=[C:14](B(O)O)[CH:15]=[C:16]([F:18])[CH:17]=1.[OH-].[Na+]. (2) Given the product [F:45][C:44]([F:47])([F:46])[C:42]([OH:48])=[O:43].[NH2:29][C:30]1[C:35]([CH2:36][NH:37][C:21]2[N:20]=[CH:19][C:18]([S:15]([C:13]3[CH:14]=[C:10]([C:8]([NH2:9])=[NH:7])[S:11][C:12]=3[S:26][CH3:27])(=[O:16])=[O:17])=[CH:23][C:22]=2[Br:24])=[CH:34][N:33]=[CH:32][N:31]=1, predict the reactants needed to synthesize it. The reactants are: C(OC(=O)[NH:7][C:8]([C:10]1[S:11][C:12]([S:26][CH3:27])=[C:13]([S:15]([C:18]2[CH:19]=[N:20][C:21](Cl)=[C:22]([Br:24])[CH:23]=2)(=[O:17])=[O:16])[CH:14]=1)=[NH:9])(C)(C)C.[NH2:29][C:30]1[C:35]([CH2:36][NH2:37])=[CH:34][N:33]=[C:32](C)[N:31]=1.C(Cl)Cl.[C:42]([OH:48])([C:44]([F:47])([F:46])[F:45])=[O:43]. (3) Given the product [C:15]([O:14][C:13]([NH:12][CH:9]1[CH2:8][CH2:7][CH:6]([S:37][CH2:36][C:22]2[N:23]=[C:24]([C:26]3[CH:35]=[CH:34][C:29]([C:30]([O:32][CH3:33])=[O:31])=[CH:28][CH:27]=3)[O:25][C:21]=2[CH3:20])[CH2:11][CH2:10]1)=[O:19])([CH3:16])([CH3:17])[CH3:18], predict the reactants needed to synthesize it. The reactants are: CS(O[CH:6]1[CH2:11][CH2:10][CH:9]([NH:12][C:13](=[O:19])[O:14][C:15]([CH3:18])([CH3:17])[CH3:16])[CH2:8][CH2:7]1)(=O)=O.[CH3:20][C:21]1[O:25][C:24]([C:26]2[CH:35]=[CH:34][C:29]([C:30]([O:32][CH3:33])=[O:31])=[CH:28][CH:27]=2)=[N:23][C:22]=1[CH2:36][SH:37].C(=O)([O-])[O-].[Cs+].[Cs+].O.